From a dataset of Full USPTO retrosynthesis dataset with 1.9M reactions from patents (1976-2016). Predict the reactants needed to synthesize the given product. (1) Given the product [NH2:30][C:27]1[CH:28]=[CH:29][C:24]([C:20]2[CH:21]=[CH:22][CH:23]=[C:18]([NH:17][C:15]([C:11]3[NH:12][C:13]4[C:9]([CH:10]=3)=[CH:8][CH:7]=[C:6]([NH:5][S:2]([CH3:1])(=[O:4])=[O:3])[CH:14]=4)=[O:16])[CH:19]=2)=[C:25]([C:33]([F:35])([F:36])[F:34])[CH:26]=1, predict the reactants needed to synthesize it. The reactants are: [CH3:1][S:2]([NH:5][C:6]1[CH:14]=[C:13]2[C:9]([CH:10]=[C:11]([C:15]([NH:17][C:18]3[CH:19]=[C:20]([C:24]4[CH:29]=[CH:28][C:27]([N+:30]([O-])=O)=[CH:26][C:25]=4[C:33]([F:36])([F:35])[F:34])[CH:21]=[CH:22][CH:23]=3)=[O:16])[NH:12]2)=[CH:8][CH:7]=1)(=[O:4])=[O:3].[NH4+].[Cl-]. (2) The reactants are: [NH:1]1[CH2:7][CH2:6][CH2:5][C:4](=[O:8])[CH2:3][CH2:2]1.C(N(CC)CC)C.[C:16](O[C:16]([O:18][C:19]([CH3:22])([CH3:21])[CH3:20])=[O:17])([O:18][C:19]([CH3:22])([CH3:21])[CH3:20])=[O:17].C(O)(=O)CC(CC(O)=O)(C(O)=O)O. Given the product [C:19]([O:18][C:16]([N:1]1[CH2:7][CH2:6][CH2:5][C:4](=[O:8])[CH2:3][CH2:2]1)=[O:17])([CH3:22])([CH3:21])[CH3:20], predict the reactants needed to synthesize it.